This data is from Forward reaction prediction with 1.9M reactions from USPTO patents (1976-2016). The task is: Predict the product of the given reaction. (1) Given the reactants [Br:1][C:2]1[CH:7]=[C:6]([F:8])[CH:5]=[CH:4][C:3]=1[OH:9].C1(C)C=CC(S(O)(=O)=O)=CC=1.[CH3:21][O:22][CH2:23]OC, predict the reaction product. The product is: [Br:1][C:2]1[CH:7]=[C:6]([F:8])[CH:5]=[CH:4][C:3]=1[O:9][CH2:21][O:22][CH3:23]. (2) Given the reactants [CH:1]12[O:7][CH:4]([CH:5]=[CH:6]1)[CH2:3][CH:2]2[C:8]#[N:9], predict the reaction product. The product is: [CH:1]12[O:7][CH:4]([CH2:5][CH2:6]1)[CH2:3][CH:2]2[C:8]#[N:9]. (3) Given the reactants Cl.FC1C=C(C=CC=1)CN1C=C(C2C3C(=NC=C(C4C=CC(C5CCNCC5)=CC=4)C=3)N(S(C3C=CC(C)=CC=3)(=O)=O)C=2)C=N1.[F:46][C:47]1[CH:48]=[C:49]([CH:99]=[C:100]([F:102])[CH:101]=1)[CH2:50][N:51]1[CH:55]=[CH:54][C:53]([C:56]2[C:64]3[C:59](=[N:60][CH:61]=[C:62]([C:65]4[CH:70]=[CH:69][C:68]([CH:71]5[CH2:76][CH2:75][N:74]([C:77]([O:79][C:80]([CH3:83])([CH3:82])[CH3:81])=[O:78])[CH2:73][CH2:72]5)=[C:67]([NH:84][S:85]([CH3:88])(=[O:87])=[O:86])[CH:66]=4)[CH:63]=3)[N:58](S(C3C=CC(C)=CC=3)(=O)=O)[CH:57]=2)=[N:52]1.[OH-].[Li+], predict the reaction product. The product is: [F:46][C:47]1[CH:48]=[C:49]([CH:99]=[C:100]([F:102])[CH:101]=1)[CH2:50][N:51]1[CH:55]=[CH:54][C:53]([C:56]2[C:64]3[C:59](=[N:60][CH:61]=[C:62]([C:65]4[CH:70]=[CH:69][C:68]([CH:71]5[CH2:72][CH2:73][N:74]([C:77]([O:79][C:80]([CH3:83])([CH3:82])[CH3:81])=[O:78])[CH2:75][CH2:76]5)=[C:67]([NH:84][S:85]([CH3:88])(=[O:87])=[O:86])[CH:66]=4)[CH:63]=3)[NH:58][CH:57]=2)=[N:52]1. (4) Given the reactants [CH2:1]([CH:8]1[CH2:12][N:11]([CH:13]2[CH2:18][CH2:17][N:16](CC3C=CC=CC=3)[CH2:15][CH2:14]2)[C:10](=[O:26])[NH:9]1)[C:2]1[CH:7]=[CH:6][CH:5]=[CH:4][CH:3]=1, predict the reaction product. The product is: [CH2:1]([CH:8]1[CH2:12][N:11]([CH:13]2[CH2:18][CH2:17][NH:16][CH2:15][CH2:14]2)[C:10](=[O:26])[NH:9]1)[C:2]1[CH:3]=[CH:4][CH:5]=[CH:6][CH:7]=1. (5) Given the reactants [Br:1][C:2]1[CH:3]=[C:4]([CH:10]([OH:49])[CH2:11][NH:12][C:13]2[CH2:17][N:16](S(C(F)(F)F)(=O)=O)[C:15](=[O:25])[C:14]=2[C:26]2[N:30](C(OC(C)(C)C)=O)[C:29]3[CH:38]=[C:39]([N:43]4[CH2:48][CH2:47][O:46][CH2:45][CH2:44]4)[CH:40]=[C:41]([CH3:42])[C:28]=3[N:27]=2)[CH:5]=[CH:6][C:7]=1[O:8][CH3:9].ClC1C=C([C@H](O)CNC2CNC(=O)C=2C2NC3C=C(N4CCOCC4)C=C(C)C=3N=2)C=CC=1, predict the reaction product. The product is: [Br:1][C:2]1[CH:3]=[C:4]([CH:10]([OH:49])[CH2:11][NH:12][C:13]2[CH2:17][NH:16][C:15](=[O:25])[C:14]=2[C:26]2[NH:30][C:29]3[CH:38]=[C:39]([N:43]4[CH2:44][CH2:45][O:46][CH2:47][CH2:48]4)[CH:40]=[C:41]([CH3:42])[C:28]=3[N:27]=2)[CH:5]=[CH:6][C:7]=1[O:8][CH3:9]. (6) Given the reactants [B-](F)(F)(F)F.[B-](F)(F)(F)F.[CH2:11]1[N+:16]2([CH2:19]Cl)[CH2:17][CH2:18][N+:13](F)([CH2:14][CH2:15]2)[CH2:12]1.CN1CC[C@]2(N=C(C3[CH:35]=[C:34]([C:36]4[CH:41]=[CH:40][C:39]([C:42]([F:45])([F:44])[F:43])=[CH:38][CH:37]=4)[CH:33]=[CH:32][N:31]=3)CC2)C1=O.[F:49][C:50](F)([F:54])[C:51](O)=O.[OH-:56].[Na+], predict the reaction product. The product is: [F:49][C:50]1([F:54])[CH2:51][C@@:18]2([CH2:14][CH2:15][N:16]([CH3:19])[C:17]2=[O:56])[N:13]=[C:12]1[C:11]1[CH:35]=[C:34]([C:36]2[CH:37]=[CH:38][C:39]([C:42]([F:43])([F:44])[F:45])=[CH:40][CH:41]=2)[CH:33]=[CH:32][N:31]=1.